Predict the product of the given reaction. From a dataset of Forward reaction prediction with 1.9M reactions from USPTO patents (1976-2016). (1) The product is: [CH3:19][O:1][C@@H:2]1[CH2:8][N:7]([C:9]([O:11][CH2:12][CH3:13])=[O:10])[CH2:6][CH2:5][C:4]2[S:14][CH:15]=[CH:16][C:3]1=2. Given the reactants [OH:1][C@@H:2]1[CH2:8][N:7]([C:9]([O:11][CH2:12][CH3:13])=[O:10])[CH2:6][CH2:5][C:4]2[S:14][CH:15]=[CH:16][C:3]1=2.[H-].[Na+].[CH3:19]I, predict the reaction product. (2) Given the reactants [N+](C1C=CC(C([O:10][C@H:11]([CH2:25][O:26][Si:27]([CH:34]([CH3:36])[CH3:35])([CH:31]([CH3:33])[CH3:32])[CH:28]([CH3:30])[CH3:29])[C@@H:12]([CH3:24])[NH:13][C:14](=[O:23])[O:15][CH2:16][C:17]2[CH:22]=[CH:21][CH:20]=[CH:19][CH:18]=2)=O)=CC=1)([O-])=O.[H-].C([Al+]CC(C)C)C(C)C.CO.[OH-].[Na+], predict the reaction product. The product is: [OH:10][C@H:11]([CH2:25][O:26][Si:27]([CH:31]([CH3:33])[CH3:32])([CH:28]([CH3:30])[CH3:29])[CH:34]([CH3:35])[CH3:36])[C@H:12]([NH:13][C:14](=[O:23])[O:15][CH2:16][C:17]1[CH:22]=[CH:21][CH:20]=[CH:19][CH:18]=1)[CH3:24]. (3) Given the reactants [C:1]([C:3]1[CH:8]=[CH:7][CH:6]=[CH:5][N:4]=1)#[CH:2].[CH3:9][C@@H:10]1[CH2:15][CH2:14][CH2:13][C:12](=O)[CH2:11]1, predict the reaction product. The product is: [CH3:9][C@H:10]1[CH2:11][C:12]([C:2]#[C:1][C:3]2[CH:8]=[CH:7][CH:6]=[CH:5][N:4]=2)=[CH:13][CH2:14][CH2:15]1.[CH3:9][C@@H:10]1[CH2:15][CH2:14][CH2:13][C:12]([C:2]#[C:1][C:3]2[CH:8]=[CH:7][CH:6]=[CH:5][N:4]=2)=[CH:11]1.